Dataset: Full USPTO retrosynthesis dataset with 1.9M reactions from patents (1976-2016). Task: Predict the reactants needed to synthesize the given product. (1) Given the product [OH:26][C:8]1[N:7]=[CH:6][N:5]2[CH2:4][CH2:3][C@@H:2]([C:10]3[CH:11]=[C:12]4[C:17](=[CH:18][CH:19]=3)[CH:16]=[C:15]([C:20]([NH:22][CH3:23])=[O:21])[CH:14]=[CH:13]4)[C:9]=12, predict the reactants needed to synthesize it. The reactants are: O[C:2]1([C:10]2[CH:11]=[C:12]3[C:17](=[CH:18][CH:19]=2)[CH:16]=[C:15]([C:20]([NH:22][CH3:23])=[O:21])[CH:14]=[CH:13]3)[C:9]2[N:5]([CH:6]=[N:7][CH:8]=2)[CH2:4][CH2:3]1.C([OH:26])C. (2) Given the product [O:18]=[C:16]([N:35]1[CH2:31][CH2:30][CH:29]([O:56][C:55]2[CH:64]=[CH:65][CH:66]=[CH:67][C:54]=2[C:53]([F:52])([F:68])[F:69])[CH2:34][CH2:33]1)[CH2:15][C:14]([NH:13][C:10]1[CH:11]=[N:12][C:7]([C:1]2[CH:2]=[CH:3][CH:4]=[CH:5][CH:6]=2)=[CH:8][CH:9]=1)=[O:19], predict the reactants needed to synthesize it. The reactants are: [C:1]1([C:7]2[N:12]=[CH:11][C:10]([NH:13][C:14](=[O:19])[CH2:15][C:16]([OH:18])=O)=[CH:9][CH:8]=2)[CH:6]=[CH:5][CH:4]=[CH:3][CH:2]=1.CCN(C(C)C)C(C)C.[CH:29]1[CH:30]=[CH:31]C2N(O)N=[N:35][C:33]=2[CH:34]=1.CCN=C=NCCCN(C)C.Cl.Cl.[F:52][C:53]([F:69])([F:68])[C:54]1[CH:67]=[CH:66][CH:65]=[CH:64][C:55]=1[O:56]NC1CCNCC1.